This data is from Catalyst prediction with 721,799 reactions and 888 catalyst types from USPTO. The task is: Predict which catalyst facilitates the given reaction. Reactant: [Br:1][C:2]1[CH:3]=[C:4]([Cl:15])[C:5]([CH:8]([OH:14])[CH:9](O)[CH2:10][CH2:11]O)=[N:6][CH:7]=1.[OH:16]S(C(F)(F)F)(=O)=O.C([O-])(O)=O.[Na+]. Product: [Br:1][C:2]1[CH:3]=[C:4]([Cl:15])[C:5]([CH:8]2[O:14][CH2:11][CH:10]([OH:16])[CH2:9]2)=[N:6][CH:7]=1. The catalyst class is: 26.